This data is from Catalyst prediction with 721,799 reactions and 888 catalyst types from USPTO. The task is: Predict which catalyst facilitates the given reaction. Reactant: [CH3:1][C:2]([OH:40])([CH2:4][CH2:5][S:6]([N:9]1[CH2:14][CH2:13][C:12]([C:15]2[CH:39]=[CH:38][C:18]3[N:19]=[C:20]([O:22][CH:23]4[CH2:28][CH2:27][N:26]([C:29]5[N:34]=[CH:33][C:32]([CH2:35][CH2:36][CH3:37])=[CH:31][N:30]=5)[CH2:25][CH2:24]4)[S:21][C:17]=3[CH:16]=2)=[CH:11][CH2:10]1)(=[O:8])=[O:7])[CH3:3].[O:41]=[C:42]([O:48][CH2:49][CH2:50][Si:51]([CH3:54])([CH3:53])[CH3:52])[CH2:43][CH2:44][C:45](O)=[O:46].N1(C2C=CN=CC=2)CCCC1.CC(C)N=C=NC(C)C. Product: [C:45]([O:40][C:2]([CH3:3])([CH2:4][CH2:5][S:6]([N:9]1[CH2:14][CH2:13][C:12]([C:15]2[CH:39]=[CH:38][C:18]3[N:19]=[C:20]([O:22][CH:23]4[CH2:28][CH2:27][N:26]([C:29]5[N:30]=[CH:31][C:32]([CH2:35][CH2:36][CH3:37])=[CH:33][N:34]=5)[CH2:25][CH2:24]4)[S:21][C:17]=3[CH:16]=2)=[CH:11][CH2:10]1)(=[O:7])=[O:8])[CH3:1])(=[O:46])[CH2:44][CH2:43][C:42]([O:48][CH2:49][CH2:50][Si:51]([CH3:52])([CH3:54])[CH3:53])=[O:41]. The catalyst class is: 2.